From a dataset of Full USPTO retrosynthesis dataset with 1.9M reactions from patents (1976-2016). Predict the reactants needed to synthesize the given product. Given the product [NH2:27][C:20]1[N:19]=[C:18]2[C:23]([N:24]=[CH:25][N:17]2[C@@H:13]2[O:12][C@H:11]([CH2:28][OH:29])[C@@H:10]([OH:9])[C@:14]2([F:16])[CH3:15])=[C:22]([N:39]2[CH2:42][CH2:41][CH2:40]2)[N:21]=1, predict the reactants needed to synthesize it. The reactants are: C([O:9][C@H:10]1[C@:14]([F:16])([CH3:15])[C@H:13]([N:17]2[CH:25]=[N:24][C:23]3[C:18]2=[N:19][C:20]([NH2:27])=[N:21][C:22]=3Cl)[O:12][C@@H:11]1[CH2:28][O:29]C(=O)C1C=CC=CC=1)(=O)C1C=CC=CC=1.Cl.[NH:39]1[CH2:42][CH2:41][CH2:40]1.C(N(CC)CC)C.C[O-].[Na+].C(O)(=O)C.